Dataset: Forward reaction prediction with 1.9M reactions from USPTO patents (1976-2016). Task: Predict the product of the given reaction. (1) Given the reactants [CH3:1][N:2]([CH3:14])[C:3]1[C:12]2[C:7](=[C:8]([NH2:13])[CH:9]=[CH:10][CH:11]=2)[N:6]=[CH:5][N:4]=1.[Cl:15][C:16]1[C:21]([C:22](O)=[O:23])=[C:20]([F:25])[C:19]([CH2:26][NH:27][C:28](=[O:33])[C:29]([CH3:32])([CH3:31])[CH3:30])=[CH:18][CH:17]=1.C(Cl)(=O)C(Cl)=O.CCN(C(C)C)C(C)C, predict the reaction product. The product is: [Cl:15][C:16]1[C:21]([C:22]([NH:13][C:8]2[CH:9]=[CH:10][CH:11]=[C:12]3[C:7]=2[N:6]=[CH:5][N:4]=[C:3]3[N:2]([CH3:14])[CH3:1])=[O:23])=[C:20]([F:25])[C:19]([CH2:26][NH:27][C:28](=[O:33])[C:29]([CH3:31])([CH3:30])[CH3:32])=[CH:18][CH:17]=1. (2) Given the reactants [C:1]([NH:4][C:5]([CH2:14][C:15]1[CH:20]=[CH:19][C:18]([CH2:21][CH3:22])=[C:17]([CH2:23][CH3:24])[CH:16]=1)(C([O-])=O)[C:6]([O:8][CH2:9][CH3:10])=[O:7])(=[O:3])[CH3:2], predict the reaction product. The product is: [C:1]([NH:4][CH:5]([CH2:14][C:15]1[CH:20]=[CH:19][C:18]([CH2:21][CH3:22])=[C:17]([CH2:23][CH3:24])[CH:16]=1)[C:6]([O:8][CH2:9][CH3:10])=[O:7])(=[O:3])[CH3:2]. (3) Given the reactants C([O:3][C:4](=[O:12])[C:5]([C:7]1[S:8][CH:9]=[CH:10][CH:11]=1)=[O:6])C.[OH-].[Na+].[OH-].[K+].Cl, predict the reaction product. The product is: [S:8]1[CH:9]=[CH:10][CH:11]=[C:7]1[C:5](=[O:6])[C:4]([OH:12])=[O:3]. (4) Given the reactants C(N(CC)CC)C.O[CH:9]([C:27]1[CH:32]=[CH:31][CH:30]=[CH:29][CH:28]=1)[CH2:10][CH2:11][N:12]1[CH2:17][CH2:16][CH:15]([CH2:18][CH2:19][CH2:20][C:21]2[CH:26]=[CH:25][CH:24]=[CH:23][CH:22]=2)[CH2:14][CH2:13]1.CS([Cl:37])(=O)=O, predict the reaction product. The product is: [Cl:37][CH:9]([C:27]1[CH:32]=[CH:31][CH:30]=[CH:29][CH:28]=1)[CH2:10][CH2:11][N:12]1[CH2:17][CH2:16][CH:15]([CH2:18][CH2:19][CH2:20][C:21]2[CH:26]=[CH:25][CH:24]=[CH:23][CH:22]=2)[CH2:14][CH2:13]1. (5) Given the reactants [F:1][C:2]1[CH:7]=[CH:6][C:5]([S:8]([N:11]([C@@H:15]([CH3:19])[C:16]([OH:18])=O)[CH:12]([CH3:14])[CH3:13])(=[O:10])=[O:9])=[CH:4][CH:3]=1.FC1C=CC(S(N(C)CC([NH:34][CH2:35][C:36]2[CH:41]=[C:40]([C:42]3[CH:47]=[CH:46][C:45]([C:48]([F:51])([F:50])[F:49])=[CH:44][CH:43]=3)[N:39]=[CH:38][N:37]=2)=O)(=O)=O)=CC=1.O.ON1C2C=CC=CC=2N=N1.C(N(CC)C(C)C)(C)C.CN(C(ON1N=NC2C=CC=CC1=2)=[N+](C)C)C.F[P-](F)(F)(F)(F)F, predict the reaction product. The product is: [F:1][C:2]1[CH:3]=[CH:4][C:5]([S:8]([N:11]([CH:12]([CH3:13])[CH3:14])[C@@H:15]([CH3:19])[C:16]([NH:34][CH2:35][C:36]2[CH:41]=[C:40]([C:42]3[CH:43]=[CH:44][C:45]([C:48]([F:51])([F:50])[F:49])=[CH:46][CH:47]=3)[N:39]=[CH:38][N:37]=2)=[O:18])(=[O:9])=[O:10])=[CH:6][CH:7]=1. (6) Given the reactants [NH2:1][C:2]1[CH:7]=[CH:6][C:5]([CH3:8])=[CH:4][N:3]=1.[CH3:9][C:10]([N+:17]#[C-:18])([CH3:16])[CH2:11][C:12]([CH3:15])([CH3:14])[CH3:13].[CH:19](=O)[CH3:20], predict the reaction product. The product is: [CH3:19][C:20]1[N:1]=[C:2]2[CH:7]=[CH:6][C:5]([CH3:8])=[CH:4][N:3]2[C:18]=1[NH:17][C:10]([CH3:16])([CH3:9])[CH2:11][C:12]([CH3:15])([CH3:14])[CH3:13].